This data is from Peptide-MHC class I binding affinity with 185,985 pairs from IEDB/IMGT. The task is: Regression. Given a peptide amino acid sequence and an MHC pseudo amino acid sequence, predict their binding affinity value. This is MHC class I binding data. (1) The peptide sequence is MQQSGDEAF. The MHC is HLA-B15:01 with pseudo-sequence HLA-B15:01. The binding affinity (normalized) is 0.510. (2) The peptide sequence is SVIFYFISI. The MHC is HLA-B15:01 with pseudo-sequence HLA-B15:01. The binding affinity (normalized) is 0.463. (3) The peptide sequence is GIDIFLPLS. The MHC is HLA-B08:01 with pseudo-sequence HLA-B08:01. The binding affinity (normalized) is 0. (4) The peptide sequence is LPRVVGGKTV. The MHC is HLA-B53:01 with pseudo-sequence HLA-B53:01. The binding affinity (normalized) is 0.129. (5) The peptide sequence is ILKGKFQTA. The MHC is HLA-A31:01 with pseudo-sequence HLA-A31:01. The binding affinity (normalized) is 0.0847.